Dataset: Reaction yield outcomes from USPTO patents with 853,638 reactions. Task: Predict the reaction yield, written as a fraction of the theoretical maximum amount of product (1.0 means a 100% yield; for example, 0.34 means a 34% yield). (1) The reactants are II.[CH2:3]([O:10][C:11]([NH:13][C@@H:14]([CH2:19]I)[C:15]([O:17][CH3:18])=[O:16])=[O:12])[C:4]1[CH:9]=[CH:8][CH:7]=[CH:6][CH:5]=1.Br[C:22]1[CH:23]=[C:24]2[C:28](=[CH:29][CH:30]=1)[NH:27][CH:26]=[CH:25]2. The yield is 0.600. The product is [CH2:3]([O:10][C:11]([NH:13][C@@H:14]([CH2:19][C:22]1[CH:23]=[C:24]2[C:28](=[CH:29][CH:30]=1)[NH:27][CH:26]=[CH:25]2)[C:15]([O:17][CH3:18])=[O:16])=[O:12])[C:4]1[CH:9]=[CH:8][CH:7]=[CH:6][CH:5]=1. The catalyst is CN(C=O)C.[Cl-].[Na+].O.[Zn].C1C=CC(/C=C/C(/C=C/C2C=CC=CC=2)=O)=CC=1.C1C=CC(/C=C/C(/C=C/C2C=CC=CC=2)=O)=CC=1.C1C=CC(/C=C/C(/C=C/C2C=CC=CC=2)=O)=CC=1.[Pd].[Pd].COC1C=CC=C(OC)C=1C1C=CC=CC=1P(C1CCCCC1)C1CCCCC1. (2) The reactants are [CH3:1][O:2][C:3]1[C:11]2[C:6](=[N:7][CH:8]=[C:9]([NH2:12])[CH:10]=2)[NH:5][N:4]=1.[CH2:13]([O:20][C:21]1[CH:22]=[C:23]([CH:27]=[CH:28][CH:29]=1)[C:24](O)=[O:25])[C:14]1[CH:19]=[CH:18][CH:17]=[CH:16][CH:15]=1.Cl.C(N=C=NCCCN(C)C)C.ON1C2C=CC=CC=2N=N1. The catalyst is CN(C=O)C.CCOC(C)=O. The product is [CH2:13]([O:20][C:21]1[CH:22]=[C:23]([CH:27]=[CH:28][CH:29]=1)[C:24]([NH:12][C:9]1[CH:10]=[C:11]2[C:3]([O:2][CH3:1])=[N:4][NH:5][C:6]2=[N:7][CH:8]=1)=[O:25])[C:14]1[CH:15]=[CH:16][CH:17]=[CH:18][CH:19]=1. The yield is 0.559. (3) The reactants are [CH3:1][O:2][C:3](=[O:15])[C:4]1[CH:9]=[CH:8][CH:7]=[C:6]([N+:10]([O-:12])=[O:11])[C:5]=1[CH2:13]Br.CN(C)C=O.O.[N-:22]=[N+:23]=[N-:24].[Na+]. The catalyst is COC(C)(C)C. The product is [CH3:1][O:2][C:3](=[O:15])[C:4]1[CH:9]=[CH:8][CH:7]=[C:6]([N+:10]([O-:12])=[O:11])[C:5]=1[CH2:13][N:22]=[N+:23]=[N-:24]. The yield is 0.896. (4) The reactants are [NH2:1][C:2]1[C:9]([F:10])=[C:8]([F:11])[C:5]([C:6]#[N:7])=[C:4]([F:12])[C:3]=1[F:13].C[Al](C)C.[F:18][C:19]1[CH:24]=[C:23]([F:25])[CH:22]=[CH:21][C:20]=1[C@@:26]([OH:52])([CH2:46][N:47]1[CH:51]=[N:50][CH:49]=[N:48]1)[C@H:27]([S:29][C@@H:30]1[CH2:35][O:34][C@@H:33]([C:36]2[CH:45]=[CH:44][C:39]([C:40](OC)=[O:41])=[CH:38][CH:37]=2)[O:32][CH2:31]1)[CH3:28]. No catalyst specified. The product is [C:6]([C:5]1[C:4]([F:12])=[C:3]([F:13])[C:2]([NH:1][C:40](=[O:41])[C:39]2[CH:44]=[CH:45][C:36]([C@H:33]3[O:32][CH2:31][C@H:30]([S:29][C@H:27]([CH3:28])[C@:26]([C:20]4[CH:21]=[CH:22][C:23]([F:25])=[CH:24][C:19]=4[F:18])([OH:52])[CH2:46][N:47]4[CH:51]=[N:50][CH:49]=[N:48]4)[CH2:35][O:34]3)=[CH:37][CH:38]=2)=[C:9]([F:10])[C:8]=1[F:11])#[N:7]. The yield is 0.420.